This data is from NCI-60 drug combinations with 297,098 pairs across 59 cell lines. The task is: Regression. Given two drug SMILES strings and cell line genomic features, predict the synergy score measuring deviation from expected non-interaction effect. (1) Drug 1: C1CN1P(=S)(N2CC2)N3CC3. Drug 2: COC1=C2C(=CC3=C1OC=C3)C=CC(=O)O2. Cell line: HL-60(TB). Synergy scores: CSS=71.0, Synergy_ZIP=-1.72, Synergy_Bliss=-0.568, Synergy_Loewe=-17.1, Synergy_HSA=-0.0291. (2) Drug 1: C1=CN(C(=O)N=C1N)C2C(C(C(O2)CO)O)O.Cl. Drug 2: N.N.Cl[Pt+2]Cl. Cell line: SF-268. Synergy scores: CSS=58.9, Synergy_ZIP=-2.96, Synergy_Bliss=-2.98, Synergy_Loewe=-1.20, Synergy_HSA=-0.0111.